This data is from NCI-60 drug combinations with 297,098 pairs across 59 cell lines. The task is: Regression. Given two drug SMILES strings and cell line genomic features, predict the synergy score measuring deviation from expected non-interaction effect. (1) Cell line: MDA-MB-231. Drug 2: C#CCC(CC1=CN=C2C(=N1)C(=NC(=N2)N)N)C3=CC=C(C=C3)C(=O)NC(CCC(=O)O)C(=O)O. Drug 1: CC1C(C(CC(O1)OC2CC(OC(C2O)C)OC3=CC4=CC5=C(C(=O)C(C(C5)C(C(=O)C(C(C)O)O)OC)OC6CC(C(C(O6)C)O)OC7CC(C(C(O7)C)O)OC8CC(C(C(O8)C)O)(C)O)C(=C4C(=C3C)O)O)O)O. Synergy scores: CSS=16.3, Synergy_ZIP=0.0380, Synergy_Bliss=-0.00502, Synergy_Loewe=-2.62, Synergy_HSA=-1.45. (2) Drug 1: CCC1(CC2CC(C3=C(CCN(C2)C1)C4=CC=CC=C4N3)(C5=C(C=C6C(=C5)C78CCN9C7C(C=CC9)(C(C(C8N6C)(C(=O)OC)O)OC(=O)C)CC)OC)C(=O)OC)O.OS(=O)(=O)O. Drug 2: CCN(CC)CCCC(C)NC1=C2C=C(C=CC2=NC3=C1C=CC(=C3)Cl)OC. Cell line: RPMI-8226. Synergy scores: CSS=31.3, Synergy_ZIP=-6.82, Synergy_Bliss=-3.17, Synergy_Loewe=-9.43, Synergy_HSA=-2.51. (3) Drug 1: CC1=C2C(C(=O)C3(C(CC4C(C3C(C(C2(C)C)(CC1OC(=O)C(C(C5=CC=CC=C5)NC(=O)C6=CC=CC=C6)O)O)OC(=O)C7=CC=CC=C7)(CO4)OC(=O)C)O)C)OC(=O)C. Drug 2: C1CNP(=O)(OC1)N(CCCl)CCCl. Cell line: SR. Synergy scores: CSS=21.5, Synergy_ZIP=-10.9, Synergy_Bliss=-23.1, Synergy_Loewe=-36.6, Synergy_HSA=-24.6. (4) Drug 1: C1CC(=O)NC(=O)C1N2CC3=C(C2=O)C=CC=C3N. Drug 2: CC1=CC=C(C=C1)C2=CC(=NN2C3=CC=C(C=C3)S(=O)(=O)N)C(F)(F)F. Cell line: BT-549. Synergy scores: CSS=6.19, Synergy_ZIP=-1.26, Synergy_Bliss=2.15, Synergy_Loewe=2.27, Synergy_HSA=2.61.